Dataset: Catalyst prediction with 721,799 reactions and 888 catalyst types from USPTO. Task: Predict which catalyst facilitates the given reaction. Reactant: [Al].Br[C:3]1[C:4]([O:29][CH3:30])=[CH:5][C:6]2[N:7]([CH2:19][CH2:20][CH:21]([CH3:28])[CH2:22][CH2:23][CH2:24][CH:25]([CH3:27])[CH3:26])[C:8]3[C:13]([C:14]=2[CH:15]=1)=[CH:12][C:11](Br)=[C:10]([O:17][CH3:18])[CH:9]=3.CC1(C)C(C)(C)OB([C:39]2[CH:44]=[CH:43][CH:42]=[CH:41][CH:40]=2)O1.C(=O)([O-])[O-].[K+].[K+]. Product: [CH3:28][CH:21]([CH2:22][CH2:23][CH2:24][CH:25]([CH3:27])[CH3:26])[CH2:20][CH2:19][N:7]1[C:8]2[CH:9]=[C:10]([O:17][CH3:18])[C:11]([C:3]3[CH:4]=[CH:5][CH:6]=[CH:14][CH:15]=3)=[CH:12][C:13]=2[C:14]2[C:6]1=[CH:5][C:4]([O:29][CH3:30])=[C:3]([C:39]1[CH:40]=[CH:41][CH:42]=[CH:43][CH:44]=1)[CH:15]=2. The catalyst class is: 11.